This data is from Catalyst prediction with 721,799 reactions and 888 catalyst types from USPTO. The task is: Predict which catalyst facilitates the given reaction. (1) Reactant: [CH2:1]([C:3]1[NH:4][C:5]([CH:8]=[O:9])=[CH:6][N:7]=1)[CH3:2].[F:10][C:11]([F:21])([F:20])[C:12]1[CH:19]=[CH:18][C:15]([CH2:16]O)=[CH:14][CH:13]=1.C1C=CC(P(C2C=CC=CC=2)C2C=CC=CC=2)=CC=1.C1(C)C=CC=CC=1.CC(OC(/N=N/C(OC(C)C)=O)=O)C. Product: [CH2:1]([C:3]1[N:4]([CH2:16][C:15]2[CH:14]=[CH:13][C:12]([C:11]([F:10])([F:20])[F:21])=[CH:19][CH:18]=2)[C:5]([CH:8]=[O:9])=[CH:6][N:7]=1)[CH3:2]. The catalyst class is: 1. (2) The catalyst class is: 6. Product: [NH2:16][C:11]1[C:8]([C:9]#[N:10])=[C:7]([O:4][CH:2]([CH3:3])[CH3:1])[N:14]=[C:13]([NH2:15])[CH:12]=1. Reactant: [CH3:1][CH:2]([OH:4])[CH3:3].[Na].Br[C:7]1[N:14]=[C:13]([NH2:15])[CH:12]=[C:11]([NH2:16])[C:8]=1[C:9]#[N:10]. (3) Reactant: C([O:5][C:6](=[O:35])[C:7]([S:10][C:11]1[S:12][CH:13]=[C:14]([CH2:16][CH2:17][N:18]([CH2:27][C:28]2[CH:33]=[CH:32][C:31](Br)=[CH:30][CH:29]=2)[C:19]2[N:24]=[CH:23][C:22]([CH2:25][CH3:26])=[CH:21][N:20]=2)[N:15]=1)([CH3:9])[CH3:8])(C)(C)C.[C:36]([C:38]1[CH:39]=[C:40](OB(O)O)[CH:41]=[CH:42][CH:43]=1)#[N:37].[ClH:48].C(OCC)(=O)C. Product: [ClH:48].[C:36]([C:38]1[CH:43]=[C:42]([C:31]2[CH:32]=[CH:33][C:28]([CH2:27][N:18]([C:19]3[N:20]=[CH:21][C:22]([CH2:25][CH3:26])=[CH:23][N:24]=3)[CH2:17][CH2:16][C:14]3[N:15]=[C:11]([S:10][C:7]([CH3:8])([CH3:9])[C:6]([OH:5])=[O:35])[S:12][CH:13]=3)=[CH:29][CH:30]=2)[CH:41]=[CH:40][CH:39]=1)#[N:37]. The catalyst class is: 27. (4) The catalyst class is: 53. Product: [Br:15][CH2:12][C:8]1[N:7]=[C:6]([NH:5][C:3](=[O:4])[C:2]([CH3:14])([CH3:13])[CH3:1])[CH:11]=[CH:10][CH:9]=1. Reactant: [CH3:1][C:2]([CH3:14])([CH3:13])[C:3]([NH:5][C:6]1[CH:11]=[CH:10][CH:9]=[C:8]([CH3:12])[N:7]=1)=[O:4].[Br:15]NC(=O)CCC(N)=O.N(C(C)(C)C#N)=NC(C)(C)C#N.